This data is from Forward reaction prediction with 1.9M reactions from USPTO patents (1976-2016). The task is: Predict the product of the given reaction. (1) Given the reactants [Cl:1][C:2]1[C:3]([OH:13])=[CH:4][C:5]([OH:12])=[C:6]([CH:11]=1)[C:7]([O:9][CH3:10])=[O:8].Cl[CH2:15][C:16]1[CH:21]=[CH:20][C:19]([O:22][CH3:23])=[CH:18][CH:17]=1.C([O-])([O-])=O.[K+].[K+], predict the reaction product. The product is: [Cl:1][C:2]1[C:3]([O:13][CH2:15][C:16]2[CH:21]=[CH:20][C:19]([O:22][CH3:23])=[CH:18][CH:17]=2)=[CH:4][C:5]([OH:12])=[C:6]([CH:11]=1)[C:7]([O:9][CH3:10])=[O:8]. (2) The product is: [Br:1][C:2]1[CH:3]=[CH:4][C:5]2[N:6]([C:8]([C:16]3[CH:17]=[CH:18][C:13]([Cl:12])=[CH:14][CH:15]=3)=[CH:9][N:10]=2)[CH:7]=1. Given the reactants [Br:1][C:2]1[CH:3]=[CH:4][C:5]2[N:6]([C:8](I)=[CH:9][N:10]=2)[CH:7]=1.[Cl:12][C:13]1[CH:18]=[CH:17][C:16](B(O)O)=[CH:15][CH:14]=1, predict the reaction product.